Dataset: Catalyst prediction with 721,799 reactions and 888 catalyst types from USPTO. Task: Predict which catalyst facilitates the given reaction. (1) Reactant: Cl[C:2]1[N:9]=[C:8]([NH:10][C:11]2[CH:15]=[C:14]([CH:16]3[CH2:18][CH2:17]3)[NH:13][N:12]=2)[C:7]([F:19])=[CH:6][C:3]=1[C:4]#[N:5].[F:20][C:21]1[CH:26]=[CH:25][C:24]([C@@H:27]([NH2:29])[CH3:28])=[CH:23][CH:22]=1.CCN(C(C)C)C(C)C. Product: [CH:16]1([C:14]2[NH:13][N:12]=[C:11]([NH:10][C:8]3[C:7]([F:19])=[CH:6][C:3]([C:4]#[N:5])=[C:2]([NH:29][C@H:27]([C:24]4[CH:25]=[CH:26][C:21]([F:20])=[CH:22][CH:23]=4)[CH3:28])[N:9]=3)[CH:15]=2)[CH2:18][CH2:17]1. The catalyst class is: 114. (2) Reactant: [C:1]([C:5]1[N:10]=[C:9]([NH2:11])[CH:8]=[CH:7][N:6]=1)([CH3:4])([CH3:3])[CH3:2].Cl[C:13]1[CH:18]=[C:17]([Cl:19])[N:16]=[N:15][C:14]=1[C:20]([O:22][CH2:23][CH3:24])=[O:21]. Product: [C:1]([C:5]1[N:10]=[C:9]([NH:11][C:13]2[CH:18]=[C:17]([Cl:19])[N:16]=[N:15][C:14]=2[C:20]([O:22][CH2:23][CH3:24])=[O:21])[CH:8]=[CH:7][N:6]=1)([CH3:4])([CH3:2])[CH3:3]. The catalyst class is: 10. (3) Reactant: [H-].[Na+].BrC[CH2:5][CH2:6][CH2:7][N:8]([CH2:21][CH2:22]C)[S:9]([C:12]1[C:17]([CH3:18])=[CH:16][C:15]([CH3:19])=[CH:14][C:13]=1[CH3:20])(=[O:11])=[O:10].[C:24]1([CH3:79])[CH:29]=[C:28]([CH3:30])[CH:27]=[C:26]([CH3:31])[C:25]=1[S:32]([N:35]([CH2:60][CH2:61]CN(S(C1C(C)=CC(C)=CC=1C)(=O)=O)CCC)[CH2:36][CH2:37][CH2:38][CH2:39][NH:40][C:41]([C:54]1[CH:59]=[CH:58][CH:57]=[CH:56][CH:55]=1)([C:48]1[CH:53]=[CH:52][CH:51]=[CH:50][CH:49]=1)[C:42]1[CH:47]=[CH:46][CH:45]=[CH:44][CH:43]=1)(=[O:34])=[O:33].C1(C)C=CC=CC=1.CCOC(C)=O. Product: [C:24]1([CH3:79])[CH:29]=[C:28]([CH3:30])[CH:27]=[C:26]([CH3:31])[C:25]=1[S:32]([N:35]([CH2:60][CH2:61][CH2:22][CH2:21][N:8]([S:9]([C:12]1[C:17]([CH3:18])=[CH:16][C:15]([CH3:19])=[CH:14][C:13]=1[CH3:20])(=[O:10])=[O:11])[CH2:7][CH2:6][CH3:5])[CH2:36][CH2:37][CH2:38][CH2:39][NH:40][C:41]([C:48]1[CH:53]=[CH:52][CH:51]=[CH:50][CH:49]=1)([C:54]1[CH:59]=[CH:58][CH:57]=[CH:56][CH:55]=1)[C:42]1[CH:47]=[CH:46][CH:45]=[CH:44][CH:43]=1)(=[O:33])=[O:34]. The catalyst class is: 3. (4) Reactant: Br[C:2]1[N:6]([S:7]([C:10]2[CH:15]=[CH:14][CH:13]=[C:12]([Cl:16])[CH:11]=2)(=[O:9])=[O:8])[CH:5]=[C:4]([CH2:17][N:18]([CH3:26])[C:19](=[O:25])[O:20][C:21]([CH3:24])([CH3:23])[CH3:22])[CH:3]=1.[S:27]1[CH:31]=[CH:30][C:29](B(O)O)=[CH:28]1.C(=O)([O-])[O-].[Na+].[Na+]. Product: [Cl:16][C:12]1[CH:11]=[C:10]([S:7]([N:6]2[C:2]([C:29]3[CH:30]=[CH:31][S:27][CH:28]=3)=[CH:3][C:4]([CH2:17][N:18]([CH3:26])[C:19](=[O:25])[O:20][C:21]([CH3:24])([CH3:23])[CH3:22])=[CH:5]2)(=[O:9])=[O:8])[CH:15]=[CH:14][CH:13]=1. The catalyst class is: 73. (5) Reactant: [Br:1][C:2]1[CH:7]=[C:6]([C:8]2[C:9]([C:15]3[CH:20]=[CH:19][CH:18]=[CH:17][CH:16]=3)=[N:10][O:11][C:12]=2[CH2:13]Br)[CH:5]=[CH:4][N:3]=1.[NH:21]1[CH2:26][CH2:25][O:24][CH2:23][CH2:22]1.C([O-])([O-])=O.[K+].[K+]. Product: [Br:1][C:2]1[CH:7]=[C:6]([C:8]2[C:9]([C:15]3[CH:20]=[CH:19][CH:18]=[CH:17][CH:16]=3)=[N:10][O:11][C:12]=2[CH2:13][N:21]2[CH2:26][CH2:25][O:24][CH2:23][CH2:22]2)[CH:5]=[CH:4][N:3]=1. The catalyst class is: 163. (6) Reactant: [N+:1]([C:4]1[CH:10]=[CH:9][C:7]([NH2:8])=[CH:6][CH:5]=1)([O-:3])=[O:2].Br[C:12]1[CH:17]=[CH:16][CH:15]=[CH:14][N:13]=1.[OH-].[K+]. Product: [N+:1]([C:4]1[CH:10]=[CH:9][C:7]([NH:8][C:12]2[CH:17]=[CH:16][CH:15]=[CH:14][N:13]=2)=[CH:6][CH:5]=1)([O-:3])=[O:2]. The catalyst class is: 829. (7) Reactant: [H-].[Na+].[CH3:3][C:4]1[NH:5][C:6]2[C:11]([C:12]=1[CH3:13])=[CH:10][C:9]([N+:14]([O-:16])=[O:15])=[CH:8][CH:7]=2.[CH3:17][N:18]([CH2:20][CH2:21]Cl)[CH3:19]. Product: [CH3:3][C:4]1[N:5]([CH2:21][CH2:20][N:18]([CH3:19])[CH3:17])[C:6]2[C:11]([C:12]=1[CH3:13])=[CH:10][C:9]([N+:14]([O-:16])=[O:15])=[CH:8][CH:7]=2. The catalyst class is: 7.